Dataset: Forward reaction prediction with 1.9M reactions from USPTO patents (1976-2016). Task: Predict the product of the given reaction. (1) Given the reactants S([O-])([O-])(=O)=O.[Na+].[Na+].[NH2:8][CH2:9][C:10]([O:12][CH2:13][CH3:14])=[O:11].O=[C:16]([CH3:24])[CH2:17][CH:18]1[CH2:22][CH2:21][CH2:20][C:19]1=O, predict the reaction product. The product is: [CH3:24][C:16]1[N:8]([CH2:9][C:10]([O:12][CH2:13][CH3:14])=[O:11])[C:19]2[CH2:20][CH2:21][CH2:22][C:18]=2[CH:17]=1. (2) The product is: [Br:1][C:2]1[S:6][C:5]([CH:7]=[CH:10][C:11]([OH:13])=[O:12])=[CH:4][CH:3]=1. Given the reactants [Br:1][C:2]1[S:6][C:5]([CH:7]=O)=[CH:4][CH:3]=1.C(O)(=O)[CH2:10][C:11]([OH:13])=[O:12].N1CCCCC1.Cl, predict the reaction product.